Dataset: Merck oncology drug combination screen with 23,052 pairs across 39 cell lines. Task: Regression. Given two drug SMILES strings and cell line genomic features, predict the synergy score measuring deviation from expected non-interaction effect. (1) Drug 1: Nc1ccn(C2OC(CO)C(O)C2(F)F)c(=O)n1. Drug 2: O=C(O)C1(Cc2cccc(Nc3nccs3)n2)CCC(Oc2cccc(Cl)c2F)CC1. Cell line: ZR751. Synergy scores: synergy=-3.10. (2) Synergy scores: synergy=32.8. Drug 1: Cc1nc(Nc2ncc(C(=O)Nc3c(C)cccc3Cl)s2)cc(N2CCN(CCO)CC2)n1. Cell line: OVCAR3. Drug 2: COC1=C2CC(C)CC(OC)C(O)C(C)C=C(C)C(OC(N)=O)C(OC)C=CC=C(C)C(=O)NC(=CC1=O)C2=O. (3) Drug 1: CC(=O)OC1C(=O)C2(C)C(O)CC3OCC3(OC(C)=O)C2C(OC(=O)c2ccccc2)C2(O)CC(OC(=O)C(O)C(NC(=O)c3ccccc3)c3ccccc3)C(C)=C1C2(C)C. Drug 2: CNC(=O)c1cc(Oc2ccc(NC(=O)Nc3ccc(Cl)c(C(F)(F)F)c3)cc2)ccn1. Cell line: UWB1289BRCA1. Synergy scores: synergy=-3.91. (4) Drug 1: O=S1(=O)NC2(CN1CC(F)(F)F)C1CCC2Cc2cc(C=CCN3CCC(C(F)(F)F)CC3)ccc2C1. Drug 2: O=C(NOCC(O)CO)c1ccc(F)c(F)c1Nc1ccc(I)cc1F. Cell line: A427. Synergy scores: synergy=22.7. (5) Drug 1: C=CCn1c(=O)c2cnc(Nc3ccc(N4CCN(C)CC4)cc3)nc2n1-c1cccc(C(C)(C)O)n1. Drug 2: COC1CC2CCC(C)C(O)(O2)C(=O)C(=O)N2CCCCC2C(=O)OC(C(C)CC2CCC(OP(C)(C)=O)C(OC)C2)CC(=O)C(C)C=C(C)C(O)C(OC)C(=O)C(C)CC(C)C=CC=CC=C1C. Cell line: UWB1289. Synergy scores: synergy=97.7. (6) Drug 2: C=CCn1c(=O)c2cnc(Nc3ccc(N4CCN(C)CC4)cc3)nc2n1-c1cccc(C(C)(C)O)n1. Synergy scores: synergy=7.07. Cell line: NCIH520. Drug 1: CN1C(=O)C=CC2(C)C3CCC4(C)C(NC(=O)OCC(F)(F)F)CCC4C3CCC12. (7) Drug 1: CN1C(=O)C=CC2(C)C3CCC4(C)C(NC(=O)OCC(F)(F)F)CCC4C3CCC12. Drug 2: O=C(NOCC(O)CO)c1ccc(F)c(F)c1Nc1ccc(I)cc1F. Cell line: RPMI7951. Synergy scores: synergy=-14.5. (8) Drug 1: CCN(CC)CCNC(=O)c1c(C)[nH]c(C=C2C(=O)Nc3ccc(F)cc32)c1C. Drug 2: CCc1c2c(nc3ccc(O)cc13)-c1cc3c(c(=O)n1C2)COC(=O)C3(O)CC. Cell line: NCIH520. Synergy scores: synergy=2.30. (9) Drug 1: COc1cccc2c1C(=O)c1c(O)c3c(c(O)c1C2=O)CC(O)(C(=O)CO)CC3OC1CC(N)C(O)C(C)O1. Drug 2: CCc1cnn2c(NCc3ccc[n+]([O-])c3)cc(N3CCCCC3CCO)nc12. Cell line: ZR751. Synergy scores: synergy=3.54. (10) Drug 1: O=c1[nH]cc(F)c(=O)[nH]1. Drug 2: O=C(CCCCCCC(=O)Nc1ccccc1)NO. Cell line: ZR751. Synergy scores: synergy=-20.7.